Task: Predict the reactants needed to synthesize the given product.. Dataset: Full USPTO retrosynthesis dataset with 1.9M reactions from patents (1976-2016) (1) Given the product [Br:1][CH2:2][CH2:3][O:4][Si:5]([C:8]([CH3:11])([CH3:10])[CH3:9])([CH3:7])[CH3:6], predict the reactants needed to synthesize it. The reactants are: [Br:1][CH2:2][CH2:3][OH:4].[Si:5](Cl)([C:8]([CH3:11])([CH3:10])[CH3:9])([CH3:7])[CH3:6].C(N(CC)CC)C. (2) Given the product [Cl:8][C:6]1[C:5]([C:9]#[N:10])=[C:4]([NH:11][C:12]2[CH:17]=[CH:16][CH:15]=[CH:14][C:13]=2[S:18]([CH:21]([CH3:23])[CH3:22])(=[O:20])=[O:19])[N:3]=[C:2]([NH:30][C:29]2[CH:31]=[C:32]([CH3:42])[C:33]([CH:35]3[CH2:40][CH2:39][N:38]([CH3:41])[CH2:37][CH2:36]3)=[CH:34][C:28]=2[O:27][CH:24]([CH3:26])[CH3:25])[N:7]=1, predict the reactants needed to synthesize it. The reactants are: Cl[C:2]1[N:7]=[C:6]([Cl:8])[C:5]([C:9]#[N:10])=[C:4]([NH:11][C:12]2[CH:17]=[CH:16][CH:15]=[CH:14][C:13]=2[S:18]([CH:21]([CH3:23])[CH3:22])(=[O:20])=[O:19])[N:3]=1.[CH:24]([O:27][C:28]1[CH:34]=[C:33]([CH:35]2[CH2:40][CH2:39][N:38]([CH3:41])[CH2:37][CH2:36]2)[C:32]([CH3:42])=[CH:31][C:29]=1[NH2:30])([CH3:26])[CH3:25].CC1C=CC(S(O)(=O)=O)=CC=1. (3) Given the product [CH:1]1([NH:4][C:5](=[O:6])[NH:7][C:8]2[CH:13]=[CH:12][C:11]([O:14][C:15]3[CH:20]=[CH:19][N:18]=[C:17]4[CH:21]=[C:22]([C:24]5[N:25]=[CH:26][C:27]([CH2:30][N:4]6[CH2:1][CH2:2][CH2:3][CH:33]([C:34]([O:36][CH2:47][CH3:48])=[O:35])[CH2:5]6)=[CH:28][CH:29]=5)[S:23][C:16]=34)=[C:10]([F:32])[CH:9]=2)[CH2:3][CH2:2]1, predict the reactants needed to synthesize it. The reactants are: [CH:1]1([NH:4][C:5]([NH:7][C:8]2[CH:13]=[CH:12][C:11]([O:14][C:15]3[CH:20]=[CH:19][N:18]=[C:17]4[CH:21]=[C:22]([C:24]5[CH:29]=[CH:28][C:27]([CH:30]=O)=[CH:26][N:25]=5)[S:23][C:16]=34)=[C:10]([F:32])[CH:9]=2)=[O:6])[CH2:3][CH2:2]1.[CH3:33][C:34]([OH:36])=[O:35].C(O[BH-](O[C:47](=O)[CH3:48])OC(=O)C)(=O)C.[Na+]. (4) Given the product [CH2:6]([C:10]1([OH:11])[CH2:51][CH2:7][N:8]([C:12]2[C:21]3[C:16](=[CH:17][C:18]([O:24][CH3:25])=[C:19]([O:22][CH3:23])[CH:20]=3)[N:15]=[CH:14][N:13]=2)[CH2:9]1)[C:4]1[CH:46]=[CH:44][CH:32]=[CH:31][CH:29]=1, predict the reactants needed to synthesize it. The reactants are: C(O[C:4]([CH:6]1[CH:10]([OH:11])[CH2:9][N:8]([C:12]2[C:21]3[C:16](=[CH:17][C:18]([O:24][CH3:25])=[C:19]([O:22][CH3:23])[CH:20]=3)[N:15]=[CH:14][N:13]=2)[CH2:7]1)=O)C.C(O[C:29]([CH:31]1C(O)CN(C(OC(C)(C)C)=O)[CH2:32]1)=O)C.[C:44](O)([C:46](F)(F)F)=O.[CH2:51](Cl)Cl.